The task is: Predict the product of the given reaction.. This data is from Forward reaction prediction with 1.9M reactions from USPTO patents (1976-2016). (1) Given the reactants Cl[C:2]1[CH:7]=[C:6]([CH2:8][O:9][CH3:10])[N:5]=[C:4]([C:11]2[CH:16]=[CH:15][CH:14]=[C:13]([CH3:17])[CH:12]=2)[N:3]=1.[CH3:18][O:19][C:20]1[CH:21]=[CH:22][C:23]([CH3:27])=[C:24]([CH:26]=1)[NH2:25], predict the reaction product. The product is: [CH3:18][O:19][C:20]1[CH:21]=[CH:22][C:23]([CH3:27])=[C:24]([CH:26]=1)[NH:25][C:2]1[CH:7]=[C:6]([CH2:8][O:9][CH3:10])[N:5]=[C:4]([C:11]2[CH:16]=[CH:15][CH:14]=[C:13]([CH3:17])[CH:12]=2)[N:3]=1. (2) Given the reactants C([O:8][C:9](=[O:17])[C:10]1[CH:15]=[CH:14][C:13](F)=[CH:12][CH:11]=1)C1C=CC=CC=1.C(N(C(C)C)CC)(C)C.[NH:27]1[CH2:37][CH2:36][CH:30]([C:31]([O:33][CH2:34][CH3:35])=[O:32])[CH2:29][CH2:28]1.[H][H], predict the reaction product. The product is: [CH2:34]([O:33][C:31]([CH:30]1[CH2:36][CH2:37][N:27]([C:13]2[CH:12]=[CH:11][C:10]([C:9]([OH:8])=[O:17])=[CH:15][CH:14]=2)[CH2:28][CH2:29]1)=[O:32])[CH3:35]. (3) Given the reactants Br[C:2]1[C:3]([C:13]#[N:14])=[N:4][N:5]([CH2:9][CH2:10][CH2:11][CH3:12])[C:6]=1[CH2:7][CH3:8].[CH3:15][C:16]([CH3:30])([CH3:29])[C:17]([NH:19][C:20]1[CH:25]=[CH:24][CH:23]=[CH:22][C:21]=1B(O)O)=[O:18].C1(P(C2C=CC=CC=2)C2C=CC=CC=2)C=CC=CC=1.C(=O)([O-])[O-].[Na+].[Na+], predict the reaction product. The product is: [CH2:7]([C:6]1[N:5]([CH2:9][CH2:10][CH2:11][CH3:12])[N:4]=[C:3]([C:13]#[N:14])[C:2]=1[C:21]1[CH:22]=[CH:23][CH:24]=[CH:25][C:20]=1[NH:19][C:17](=[O:18])[C:16]([CH3:29])([CH3:15])[CH3:30])[CH3:8]. (4) Given the reactants [O:1]=[C:2]1[N:8]([CH:9]2[CH2:14][CH2:13][N:12]([C:15]([O:17][C@H:18]([CH2:34][C:35]3[CH:40]=[C:39]([C:41]([F:44])([F:43])[F:42])[C:38]([NH2:45])=[C:37]([Cl:46])[CH:36]=3)[C:19]([N:21]3[CH2:26][CH2:25][CH:24]([N:27]4[CH2:32][CH2:31][N:30]([CH3:33])[CH2:29][CH2:28]4)[CH2:23][CH2:22]3)=[O:20])=[O:16])[CH2:11][CH2:10]2)[CH2:7][CH2:6][C:5]2[CH:47]=[CH:48][CH:49]=[CH:50][C:4]=2[NH:3]1.[BrH:51], predict the reaction product. The product is: [BrH:51].[O:1]=[C:2]1[N:8]([CH:9]2[CH2:14][CH2:13][N:12]([C:15]([O:17][C@H:18]([CH2:34][C:35]3[CH:40]=[C:39]([C:41]([F:43])([F:42])[F:44])[C:38]([NH2:45])=[C:37]([Cl:46])[CH:36]=3)[C:19]([N:21]3[CH2:26][CH2:25][CH:24]([N:27]4[CH2:28][CH2:29][N:30]([CH3:33])[CH2:31][CH2:32]4)[CH2:23][CH2:22]3)=[O:20])=[O:16])[CH2:11][CH2:10]2)[CH2:7][CH2:6][C:5]2[CH:47]=[CH:48][CH:49]=[CH:50][C:4]=2[NH:3]1. (5) Given the reactants [S-2:1].[Li+:2].[Li+:3].[P:4]12([S:16][P:14]3([S:17][P:7]([S:9][P:10]([S:13]3)([S:12]1)=[S:11])(=[S:8])[S:6]2)=[S:15])=[S:5].[Br-:18].[Li+], predict the reaction product. The product is: [S:1]([Li:3])[Li:2].[P:4]12([S:6][P:7]3([S:9][P:10]([S:13][P:14]([S:17]3)([S:16]1)=[S:15])(=[S:11])[S:12]2)=[S:8])=[S:5].[Li+:2].[Br-:18]. (6) Given the reactants CCN(CC)CC.O[C@@H:9]([CH3:23])[C@@H:10]([NH:14][C:15]([O:17][CH2:18][CH2:19][CH2:20][CH2:21][CH3:22])=[O:16])[C:11]([OH:13])=[O:12].C1CN([P+](ON2N=NC3C=CC=CC2=3)(N2CCCC2)N2CCCC2)CC1.F[P-](F)(F)(F)(F)F, predict the reaction product. The product is: [CH2:18]([O:17][C:15](=[O:16])[NH:14][C@H:10]1[C:11](=[O:13])[O:12][C@H:9]1[CH3:23])[CH2:19][CH2:20][CH2:21][CH3:22]. (7) Given the reactants [OH:1][CH2:2][CH2:3][O:4][C:5]1[CH:12]=[CH:11][C:8]([CH:9]=[O:10])=[CH:7][CH:6]=1.N1C=CN=C1.[Si:18](Cl)([C:21]([CH3:24])([CH3:23])[CH3:22])([CH3:20])[CH3:19].CCCCCC, predict the reaction product. The product is: [Si:18]([O:1][CH2:2][CH2:3][O:4][C:5]1[CH:12]=[CH:11][C:8]([CH:9]=[O:10])=[CH:7][CH:6]=1)([C:21]([CH3:24])([CH3:23])[CH3:22])([CH3:20])[CH3:19].